This data is from Catalyst prediction with 721,799 reactions and 888 catalyst types from USPTO. The task is: Predict which catalyst facilitates the given reaction. (1) Reactant: [Cl:1][C:2]1[CH:3]=[C:4](Br)[CH:5]=[CH:6][C:7]=1[F:8].[NH:10]1[C:18]2[C:13](=[CH:14][CH:15]=[CH:16][CH:17]=2)[C:12]2([CH:22](B(O)O)[CH2:21][CH2:20][CH2:19]2)[C:11]1=[O:26].C(=O)([O-])[O-].[Na+].[Na+].[OH-].[Na+]. Product: [Cl:1][C:2]1[CH:3]=[C:4]([C:15]2[CH:14]=[C:13]3[C:18](=[CH:17][CH:16]=2)[NH:10][C:11](=[O:26])[C:12]23[CH2:22][CH2:21][CH2:20][CH2:19]2)[CH:5]=[CH:6][C:7]=1[F:8]. The catalyst class is: 108. (2) Reactant: [CH2:1]([N:8]1[C:13](=[O:14])[CH:12]=[CH:11][C:10]([C:15]2[S:19][C:18]([C:20](OCC)=[O:21])=[N:17][C:16]=2[C:25]2[CH:30]=[CH:29][CH:28]=[CH:27][CH:26]=2)=[N:9]1)[C:2]1[CH:7]=[CH:6][CH:5]=[CH:4][CH:3]=1.[CH2:31]([NH2:34])[CH2:32][CH3:33]. Product: [CH2:1]([N:8]1[C:13](=[O:14])[CH:12]=[CH:11][C:10]([C:15]2[S:19][C:18]([C:20]([NH:34][CH2:31][CH2:32][CH3:33])=[O:21])=[N:17][C:16]=2[C:25]2[CH:30]=[CH:29][CH:28]=[CH:27][CH:26]=2)=[N:9]1)[C:2]1[CH:7]=[CH:6][CH:5]=[CH:4][CH:3]=1. The catalyst class is: 7.